Dataset: Reaction yield outcomes from USPTO patents with 853,638 reactions. Task: Predict the reaction yield, written as a fraction of the theoretical maximum amount of product (1.0 means a 100% yield; for example, 0.34 means a 34% yield). (1) The catalyst is ClCCl.C(OCC)(=O)C. The yield is 0.370. The reactants are C1(P(=O)(C2C=CC=CC=2)C2C=CC=CC=2)C=CC=CC=1.FC(F)(F)S(OS(C(F)(F)F)(=O)=O)(=O)=O.[C:36]([N:39]1[CH2:44][CH2:43][N:42]([CH2:45][CH:46]([S:79]CC2C=CC=CC=2)[CH2:47][NH:48][C:49]([C:51]2[NH:52][C:53]3[C:58]([CH:59]=2)=[CH:57][C:56]([O:60][CH2:61][CH2:62][CH2:63][S:64]([CH3:67])(=[O:66])=[O:65])=[CH:55][C:54]=3[N:68]([CH3:78])[S:69]([C:72]2[CH:77]=[CH:76][CH:75]=[CH:74][N:73]=2)(=[O:71])=[O:70])=O)[CH2:41][CH2:40]1)(=[O:38])[CH3:37].C1(SC)C=CC=CC=1. The product is [C:36]([N:39]1[CH2:44][CH2:43][N:42]([CH2:45][CH:46]2[S:79][C:49]([C:51]3[NH:52][C:53]4[C:58]([CH:59]=3)=[CH:57][C:56]([O:60][CH2:61][CH2:62][CH2:63][S:64]([CH3:67])(=[O:66])=[O:65])=[CH:55][C:54]=4[N:68]([CH3:78])[S:69]([C:72]3[CH:77]=[CH:76][CH:75]=[CH:74][N:73]=3)(=[O:70])=[O:71])=[N:48][CH2:47]2)[CH2:41][CH2:40]1)(=[O:38])[CH3:37]. (2) The reactants are [N:1]1[C:8]([Cl:9])=[N:7][C:5](Cl)=[N:4][C:2]=1[Cl:3].[NH:10]1[CH2:15][CH2:14][O:13][CH2:12][CH2:11]1.CCN(CC)CC. The catalyst is C(Cl)Cl. The product is [Cl:9][C:8]1[N:1]=[C:2]([Cl:3])[N:4]=[C:5]([N:10]2[CH2:15][CH2:14][O:13][CH2:12][CH2:11]2)[N:7]=1. The yield is 0.950. (3) The reactants are [H-].[Na+].[CH2:3](Br)[C:4]1[CH:9]=[CH:8][CH:7]=[CH:6][CH:5]=1.O.[CH2:12]1C[O:15][CH2:14][CH2:13]1. No catalyst specified. The product is [CH2:14]([O:15][CH2:3][C:4]1[CH:9]=[CH:8][CH:7]=[CH:6][CH:5]=1)[CH:13]=[CH2:12]. The yield is 0.530. (4) The reactants are [C:1]([C:5]1[NH:9][C:8]([C:10]2[N:15]=[C:14]([NH:16][C@H:17]([CH3:22])[C:18]([CH3:21])([CH3:20])[CH3:19])[C:13]([N+:23]([O-])=O)=[CH:12][CH:11]=2)=[C:7]([C:26]2[CH:31]=[CH:30][C:29]([F:32])=[CH:28][CH:27]=2)[N:6]=1)([CH3:4])([CH3:3])[CH3:2].O.O.[Sn](Cl)Cl.[N:38]#[C:39]Br. The catalyst is C(O)C. The product is [C:1]([C:5]1[NH:9][C:8]([C:10]2[N:15]=[C:14]3[N:16]([C@H:17]([CH3:22])[C:18]([CH3:21])([CH3:20])[CH3:19])[C:39]([NH2:38])=[N:23][C:13]3=[CH:12][CH:11]=2)=[C:7]([C:26]2[CH:31]=[CH:30][C:29]([F:32])=[CH:28][CH:27]=2)[N:6]=1)([CH3:4])([CH3:3])[CH3:2]. The yield is 0.290. (5) The reactants are [Cl:1][C:2]1[N:7]=[C:6]([Cl:8])[CH:5]=[C:4](Cl)[N:3]=1.[C:10]([Mg]Cl)([CH3:13])([CH3:12])[CH3:11]. The catalyst is C1COCC1.[Cu](I)I. The product is [C:10]([C:4]1[CH:5]=[C:6]([Cl:8])[N:7]=[C:2]([Cl:1])[N:3]=1)([CH3:13])([CH3:12])[CH3:11]. The yield is 0.560.